Dataset: Forward reaction prediction with 1.9M reactions from USPTO patents (1976-2016). Task: Predict the product of the given reaction. (1) Given the reactants [CH:1]1([CH2:6][C@H:7]([C:11]2[CH:16]=[CH:15][CH:14]=[CH:13][CH:12]=2)[C:8]([OH:10])=O)[CH2:5][CH2:4][CH2:3][CH2:2]1.[CH3:17][O:18][C:19]1[N:24]=[C:23]2[S:25][C:26]([NH2:28])=[N:27][C:22]2=[CH:21][CH:20]=1, predict the reaction product. The product is: [CH:1]1([CH2:6][C@H:7]([C:11]2[CH:16]=[CH:15][CH:14]=[CH:13][CH:12]=2)[C:8]([NH:28][C:26]2[S:25][C:23]3[C:22]([N:27]=2)=[CH:21][CH:20]=[C:19]([O:18][CH3:17])[N:24]=3)=[O:10])[CH2:2][CH2:3][CH2:4][CH2:5]1. (2) Given the reactants [N:1]1[C:10]2[C:5](=[CH:6][C:7]([C:11]([NH2:13])=O)=[CH:8][CH:9]=2)[CH:4]=[CH:3][CH:2]=1.C(N(CC)CC)C.FC(F)(F)C(OC(=O)C(F)(F)F)=O, predict the reaction product. The product is: [N:1]1[C:10]2[C:5](=[CH:6][C:7]([C:11]#[N:13])=[CH:8][CH:9]=2)[CH:4]=[CH:3][CH:2]=1. (3) The product is: [OH:1][CH:2]([C:19]1[NH:23][CH:22]=[CH:21][N:20]=1)[CH2:3][C:4]([C:6]1[S:7][C:8]([CH2:11][CH2:12][C:13]2[CH:18]=[CH:17][CH:16]=[CH:15][CH:14]=2)=[CH:9][CH:10]=1)=[O:5]. Given the reactants [OH:1][CH:2]([C:19]1[N:20](C(C2C=CC=CC=2)(C2C=CC=CC=2)C2C=CC=CC=2)[CH:21]=[CH:22][N:23]=1)[CH2:3][C:4]([C:6]1[S:7][C:8]([CH2:11][CH2:12][C:13]2[CH:18]=[CH:17][CH:16]=[CH:15][CH:14]=2)=[CH:9][CH:10]=1)=[O:5].C(O)(C(F)(F)F)=O.C([SiH](CC)CC)C, predict the reaction product. (4) Given the reactants [CH3:1][CH:2]([CH3:30])[C:3]([O:5][C@H:6]([C@@H:9]1[CH2:13][C@@H:12]([O:14]C(=O)C)[C@H:11]([N:18]2[C:22]3[N:23]=[C:24]([NH2:28])[NH:25][C:26](=[O:27])[C:21]=3[S:20][C:19]2=[O:29])[O:10]1)[CH2:7][CH3:8])=[O:4].C([O-])([O-])=O.[K+].[K+], predict the reaction product. The product is: [CH3:30][CH:2]([CH3:1])[C:3]([O:5][C@H:6]([C@@H:9]1[CH2:13][C@@H:12]([OH:14])[C@H:11]([N:18]2[C:22]3[N:23]=[C:24]([NH2:28])[NH:25][C:26](=[O:27])[C:21]=3[S:20][C:19]2=[O:29])[O:10]1)[CH2:7][CH3:8])=[O:4]. (5) Given the reactants [N+:1]([C:4]1[CH:11]=[CH:10][CH:9]=[CH:8][C:5]=1[CH:6]=O)([O-:3])=[O:2].[C:12]([C:16]1[CH:25]=[CH:24][C:19]([C:20]([NH:22][NH2:23])=[O:21])=[CH:18][CH:17]=1)([CH3:15])([CH3:14])[CH3:13], predict the reaction product. The product is: [C:12]([C:16]1[CH:25]=[CH:24][C:19]([C:20]([NH:22][N:23]=[CH:6][C:5]2[CH:8]=[CH:9][CH:10]=[CH:11][C:4]=2[N+:1]([O-:3])=[O:2])=[O:21])=[CH:18][CH:17]=1)([CH3:15])([CH3:13])[CH3:14]. (6) The product is: [CH3:1][C:2]1[C:7]([CH3:8])=[C:6]([O:9][CH2:10][CH2:11][CH2:12][S:13]([CH3:16])(=[O:15])=[O:14])[C:5]([CH3:17])=[C:4]([CH3:18])[C:3]=1[C:19]1[CH:24]=[CH:23][CH:22]=[C:21]([CH2:25][O:26][C:27]2[CH:40]=[CH:39][C:30]3[C@H:31]([CH2:34][C:35]([OH:37])=[O:36])[CH2:32][O:33][C:29]=3[CH:28]=2)[CH:20]=1. Given the reactants [CH3:1][C:2]1[C:7]([CH3:8])=[C:6]([O:9][CH2:10][CH2:11][CH2:12][S:13]([CH3:16])(=[O:15])=[O:14])[C:5]([CH3:17])=[C:4]([CH3:18])[C:3]=1[C:19]1[CH:24]=[CH:23][CH:22]=[C:21]([CH2:25][O:26][C:27]2[CH:40]=[CH:39][C:30]3[C@H:31]([CH2:34][C:35]([O:37]C)=[O:36])[CH2:32][O:33][C:29]=3[CH:28]=2)[CH:20]=1.CO.[OH-].[Na+].Cl, predict the reaction product. (7) Given the reactants [C:1]([O:5][C:6](=[O:35])[NH:7][C:8]1[CH:13]=[CH:12][C:11]([O:14][C:15]2[CH:20]=[CH:19][C:18]([NH:21][C:22](=[O:31])[C:23]3[CH:28]=[C:27]([Cl:29])[CH:26]=[C:25]([Cl:30])[CH:24]=3)=[CH:17][C:16]=2[N+:32]([O-])=O)=[CH:10][CH:9]=1)([CH3:4])([CH3:3])[CH3:2].[NH4+].[Cl-], predict the reaction product. The product is: [C:1]([O:5][C:6](=[O:35])[NH:7][C:8]1[CH:9]=[CH:10][C:11]([O:14][C:15]2[CH:20]=[CH:19][C:18]([NH:21][C:22](=[O:31])[C:23]3[CH:28]=[C:27]([Cl:29])[CH:26]=[C:25]([Cl:30])[CH:24]=3)=[CH:17][C:16]=2[NH2:32])=[CH:12][CH:13]=1)([CH3:4])([CH3:2])[CH3:3]. (8) Given the reactants [C:1]([OH:13])(=[O:12])[CH2:2][C:3]([CH2:8][C:9]([OH:11])=[O:10])([C:5]([OH:7])=[O:6])[OH:4], predict the reaction product. The product is: [C:1]([O-:13])(=[O:12])[CH2:2][C:3]([CH2:8][C:9]([O-:11])=[O:10])([C:5]([O-:7])=[O:6])[OH:4].[C:1]([OH:13])(=[O:12])[CH2:2][C:3]([CH2:8][C:9]([OH:11])=[O:10])([C:5]([OH:7])=[O:6])[OH:4]. (9) Given the reactants [OH:1][CH2:2][C:3]1[N:8]=[CH:7][C:6]([NH:9][C:10]2[N:11]=[C:12]3[C:18]([C:19](=[O:24])[C:20]([CH3:23])([CH3:22])[CH3:21])=[CH:17][N:16]([CH2:25][O:26][CH2:27][CH2:28][Si:29]([CH3:32])([CH3:31])[CH3:30])[C:13]3=[N:14][CH:15]=2)=[CH:5][CH:4]=1.CC(OI1(OC(C)=O)(OC(C)=O)OC(=O)C2C=CC=CC1=2)=O, predict the reaction product. The product is: [C:19]([C:18]1[C:12]2[C:13](=[N:14][CH:15]=[C:10]([NH:9][C:6]3[CH:5]=[CH:4][C:3]([CH:2]=[O:1])=[N:8][CH:7]=3)[N:11]=2)[N:16]([CH2:25][O:26][CH2:27][CH2:28][Si:29]([CH3:30])([CH3:32])[CH3:31])[CH:17]=1)(=[O:24])[C:20]([CH3:23])([CH3:22])[CH3:21]. (10) Given the reactants [CH2:1]=[C:2]([CH2:8][C:9]1[CH:14]=[CH:13][CH:12]=[CH:11][CH:10]=1)[C:3]([O:5]CC)=[O:4].[OH-].[K+], predict the reaction product. The product is: [CH2:1]=[C:2]([CH2:8][C:9]1[CH:14]=[CH:13][CH:12]=[CH:11][CH:10]=1)[C:3]([OH:5])=[O:4].